This data is from Full USPTO retrosynthesis dataset with 1.9M reactions from patents (1976-2016). The task is: Predict the reactants needed to synthesize the given product. (1) Given the product [Cl:13][C:14]12[CH2:23][CH:18]3[CH2:19][CH:20]([CH2:22][C:16]([C:24]([NH:2][NH:1][C:3]4[CH:12]=[CH:11][CH:10]=[C:9]5[C:4]=4[CH:5]=[CH:6][CH:7]=[N:8]5)=[O:25])([CH2:17]3)[CH2:15]1)[CH2:21]2, predict the reactants needed to synthesize it. The reactants are: [NH:1]([C:3]1[CH:12]=[CH:11][CH:10]=[C:9]2[C:4]=1[CH:5]=[CH:6][CH:7]=[N:8]2)[NH2:2].[Cl:13][C:14]12[CH2:23][CH:18]3[CH2:19][CH:20]([CH2:22][C:16]([C:24](Cl)=[O:25])([CH2:17]3)[CH2:15]1)[CH2:21]2. (2) Given the product [C:1]([O:5][C:6]([N:8]1[CH2:9][CH2:10][CH:11]([O:14][C:15]2[CH:20]=[CH:19][C:18]([NH2:21])=[CH:17][C:16]=2[Cl:24])[CH2:12][CH2:13]1)=[O:7])([CH3:4])([CH3:2])[CH3:3], predict the reactants needed to synthesize it. The reactants are: [C:1]([O:5][C:6]([N:8]1[CH2:13][CH2:12][CH:11]([O:14][C:15]2[CH:20]=[CH:19][C:18]([N+:21]([O-])=O)=[CH:17][C:16]=2[Cl:24])[CH2:10][CH2:9]1)=[O:7])([CH3:4])([CH3:3])[CH3:2]. (3) Given the product [C:1]([O:5][CH2:6][C:7]([CH2:8][O:9][CH3:17])([CH2:12][O:13][CH3:14])[CH2:10][CH3:11])([CH3:3])([CH3:2])[CH3:4], predict the reactants needed to synthesize it. The reactants are: [C:1]([O:5][CH2:6][C:7]([CH2:12][O:13][CH3:14])([CH2:10][CH3:11])[CH2:8][OH:9])([CH3:4])([CH3:3])[CH3:2].[H-].[Na+].[CH3:17]I. (4) Given the product [CH2:12]([O:14][C:15](=[O:27])[C:16]([C:18]1[C:26]2[C:21](=[CH:22][CH:23]=[CH:24][CH:25]=2)[N:20]([CH2:2][CH2:3][CH2:4][N:5]2[CH2:10][CH2:9][N:8]([CH3:11])[CH2:7][CH2:6]2)[CH:19]=1)=[O:17])[CH3:13], predict the reactants needed to synthesize it. The reactants are: Cl[CH2:2][CH2:3][CH2:4][N:5]1[CH2:10][CH2:9][N:8]([CH3:11])[CH2:7][CH2:6]1.[CH2:12]([O:14][C:15](=[O:27])[C:16]([C:18]1[C:26]2[C:21](=[CH:22][CH:23]=[CH:24][CH:25]=2)[NH:20][CH:19]=1)=[O:17])[CH3:13].C([O-])([O-])=O.[K+].[K+]. (5) The reactants are: Br[C:2]1[N:6]2[CH2:7][CH2:8][CH2:9][C:5]2=[N:4][C:3]=1[C:10]1[CH:15]=[CH:14][C:13]([F:16])=[CH:12][CH:11]=1.[CH2:17]([N:21]1[C:25]2[CH:26]=[C:27](B(O)O)[CH:28]=[CH:29][C:24]=2[N:23]=[C:22]1[NH2:33])[CH:18]([CH3:20])[CH3:19].C(=O)([O-])[O-].[Na+].[Na+]. Given the product [CH2:17]([N:21]1[C:25]2[CH:26]=[C:27]([C:2]3[N:6]4[CH2:7][CH2:8][CH2:9][C:5]4=[N:4][C:3]=3[C:10]3[CH:15]=[CH:14][C:13]([F:16])=[CH:12][CH:11]=3)[CH:28]=[CH:29][C:24]=2[N:23]=[C:22]1[NH2:33])[CH:18]([CH3:20])[CH3:19], predict the reactants needed to synthesize it.